Dataset: Forward reaction prediction with 1.9M reactions from USPTO patents (1976-2016). Task: Predict the product of the given reaction. (1) Given the reactants [NH2:1][C:2](=O)[CH2:3][CH:4]1[CH2:7][N:6]([C:8]([O:10][C:11]([CH3:14])([CH3:13])[CH3:12])=[O:9])[CH2:5]1.CSC.B.CCN(C(C)C)C(C)C.II, predict the reaction product. The product is: [NH2:1][CH2:2][CH2:3][CH:4]1[CH2:7][N:6]([C:8]([O:10][C:11]([CH3:14])([CH3:13])[CH3:12])=[O:9])[CH2:5]1. (2) The product is: [NH2:26][C:24]1[C:25]2=[C:17]([C:12]3[CH:13]=[CH:14][C:15]4[C:10]([CH:11]=3)=[N:9][N:8]([CH2:1][C:2]3[CH:7]=[CH:6][CH:5]=[CH:4][CH:3]=3)[CH:16]=4)[CH:18]=[C:19]([CH:27]3[CH2:28][CH2:29][CH2:52][N:50]([CH2:34][C:35]([N:37]([CH3:39])[CH3:38])=[O:36])[CH2:51]3)[N:20]2[N:21]=[CH:22][N:23]=1. Given the reactants [CH2:1]([N:8]1[CH:16]=[C:15]2[C:10]([CH:11]=[C:12]([C:17]3[CH:18]=[C:19]([CH:27]4CCN[CH2:29][CH2:28]4)[N:20]4[C:25]=3[C:24]([NH2:26])=[N:23][CH:22]=[N:21]4)[CH:13]=[CH:14]2)=[N:9]1)[C:2]1[CH:7]=[CH:6][CH:5]=[CH:4][CH:3]=1.Cl[CH2:34][C:35]([N:37]([CH3:39])[CH3:38])=[O:36].C(N(CC)C(C)C)(C)C.C[N:50]([CH:52]=O)[CH3:51], predict the reaction product. (3) Given the reactants [ClH:1].[C:2]([CH2:5][CH2:6][N:7]1[CH:11]=[CH:10][C:9](/[CH:12]=[C:13]2\[CH2:14][N:15]([CH:20]([C:26]3[CH:31]=[CH:30][CH:29]=[CH:28][C:27]=3[F:32])[C:21]([CH:23]3[CH2:25][CH2:24]3)=[O:22])[CH2:16][CH2:17][CH:18]\2[SH:19])=[N:8]1)([OH:4])=[O:3].[C:33](OC(=O)C)(=[O:35])[CH3:34].C(N(CC)CC)C.Cl, predict the reaction product. The product is: [ClH:1].[C:33]([S:19][CH:18]1[CH2:17][CH2:16][N:15]([CH:20]([C:26]2[CH:31]=[CH:30][CH:29]=[CH:28][C:27]=2[F:32])[C:21]([CH:23]2[CH2:25][CH2:24]2)=[O:22])[CH2:14]/[C:13]/1=[CH:12]\[C:9]1[CH:10]=[CH:11][N:7]([CH2:6][CH2:5][C:2]([OH:4])=[O:3])[N:8]=1)(=[O:35])[CH3:34].